This data is from Forward reaction prediction with 1.9M reactions from USPTO patents (1976-2016). The task is: Predict the product of the given reaction. (1) The product is: [CH:11]([C:9]1[N:8]=[C:7]([NH:14][C:15]2[CH:16]=[N:17][CH:18]=[CH:19][C:20]=2[C:21]([F:22])([F:23])[F:24])[CH:6]=[C:5]([CH:3]2[CH2:2][N:1]([S:33]([CH3:32])(=[O:35])=[O:34])[CH2:4]2)[N:10]=1)([CH3:13])[CH3:12]. Given the reactants [NH:1]1[CH2:4][CH:3]([C:5]2[N:10]=[C:9]([CH:11]([CH3:13])[CH3:12])[N:8]=[C:7]([NH:14][C:15]3[CH:16]=[N:17][CH:18]=[CH:19][C:20]=3[C:21]([F:24])([F:23])[F:22])[CH:6]=2)[CH2:2]1.C(N(CC)CC)C.[CH3:32][S:33](Cl)(=[O:35])=[O:34], predict the reaction product. (2) Given the reactants [O:1]=[C:2]1[CH2:11][CH2:10][CH:9]2[CH:4]([CH2:5][CH:6]([C:16]([OH:18])=[O:17])[N:7]([C:12]([O:14][CH3:15])=[O:13])[CH2:8]2)[CH2:3]1.[CH2:19](N(CC)CC)[CH3:20].BrCC, predict the reaction product. The product is: [O:1]=[C:2]1[CH2:11][CH2:10][CH:9]2[CH:4]([CH2:5][CH:6]([C:16]([O:18][CH2:19][CH3:20])=[O:17])[N:7]([C:12]([O:14][CH3:15])=[O:13])[CH2:8]2)[CH2:3]1. (3) Given the reactants C([O:3][C:4](=[O:34])[C:5]1[CH:10]=[CH:9][C:8]([N:11]2[CH2:16][CH2:15][N:14]([C:17]3[CH:22]=[CH:21][C:20]([C:23](=[O:33])[NH:24][C:25]4[CH:30]=[CH:29][C:28]([I:31])=[C:27]([Cl:32])[CH:26]=4)=[CH:19][N:18]=3)[CH2:13][CH2:12]2)=[CH:7][CH:6]=1)C.C(C1C=C(NC(C2C=CC(N3CCN(C4C=CC(C(O)=O)=CC=4)CC3)=NC=2)=O)C=CC=1)(C)(C)C, predict the reaction product. The product is: [Cl:32][C:27]1[CH:26]=[C:25]([NH:24][C:23]([C:20]2[CH:21]=[CH:22][C:17]([N:14]3[CH2:13][CH2:12][N:11]([C:8]4[CH:9]=[CH:10][C:5]([C:4]([OH:34])=[O:3])=[CH:6][CH:7]=4)[CH2:16][CH2:15]3)=[N:18][CH:19]=2)=[O:33])[CH:30]=[CH:29][C:28]=1[I:31].